Dataset: Reaction yield outcomes from USPTO patents with 853,638 reactions. Task: Predict the reaction yield, written as a fraction of the theoretical maximum amount of product (1.0 means a 100% yield; for example, 0.34 means a 34% yield). The reactants are C(N(CC)CC)C.[C:8]([C:10]1[CH:15]=[CH:14][CH:13]=[CH:12][CH:11]=1)#[CH:9].[CH2:16]([O:18][C:19]([C:21]1[N:22]([CH3:28])[C:23](Br)=[N:24][C:25]=1[CH3:26])=[O:20])[CH3:17].CC#N. The catalyst is CN(C=O)C.C(O)(C(F)(F)F)=O. The product is [CH2:16]([O:18][C:19]([C:21]1[N:22]([CH3:28])[C:23]([C:9]#[C:8][C:10]2[CH:15]=[CH:14][CH:13]=[CH:12][CH:11]=2)=[N:24][C:25]=1[CH3:26])=[O:20])[CH3:17]. The yield is 0.290.